Dataset: Catalyst prediction with 721,799 reactions and 888 catalyst types from USPTO. Task: Predict which catalyst facilitates the given reaction. (1) Reactant: [NH:1]([C:8]1[N:9]([C:21]2[CH:26]=[CH:25][CH:24]=[CH:23][CH:22]=2)[C:10]2[C:15]([C:16](=[O:18])[CH:17]=1)=[CH:14][C:13]([F:19])=[C:12]([Cl:20])[N:11]=2)[C:2]1[CH:7]=[CH:6][CH:5]=[CH:4][CH:3]=1.[Li]N1C(C)(C)CCCC1(C)C.CC1(C)CCCC(C)(C)N1.[Li]CCCC.[CH:53](=[O:56])[CH2:54][CH3:55]. Product: [NH:1]([C:8]1[N:9]([C:21]2[CH:26]=[CH:25][CH:24]=[CH:23][CH:22]=2)[C:10]2[C:15]([C:16](=[O:18])[CH:17]=1)=[C:14]([CH:53]([OH:56])[CH2:54][CH3:55])[C:13]([F:19])=[C:12]([Cl:20])[N:11]=2)[C:2]1[CH:7]=[CH:6][CH:5]=[CH:4][CH:3]=1. The catalyst class is: 1. (2) Reactant: [Cl:1][C:2]1[CH:3]=[CH:4][C:5]([NH:8][C:9]([C:11]2[O:19][C:18]3[C:13](=[N:14][C:15]([NH:20]C(=O)OC(C)(C)C)=[CH:16][CH:17]=3)[C:12]=2[NH:28][C:29]([C@H:31]2[CH2:36][CH2:35][C@H:34]([N:37]3[CH2:41][CH2:40][CH2:39][CH2:38]3)[CH2:33][CH2:32]2)=[O:30])=[O:10])=[N:6][CH:7]=1.Cl.O1CCOCC1.CO. Product: [NH2:20][C:15]1[N:14]=[C:13]2[C:12]([NH:28][C:29]([C@H:31]3[CH2:36][CH2:35][C@H:34]([N:37]4[CH2:41][CH2:40][CH2:39][CH2:38]4)[CH2:33][CH2:32]3)=[O:30])=[C:11]([C:9]([NH:8][C:5]3[CH:4]=[CH:3][C:2]([Cl:1])=[CH:7][N:6]=3)=[O:10])[O:19][C:18]2=[CH:17][CH:16]=1. The catalyst class is: 12. (3) Reactant: [Br:1][C:2]1[CH:7]=[CH:6][C:5]([O:8][CH:9]([F:11])[F:10])=[CH:4][C:3]=1[CH3:12].C1C(=O)N([Br:20])C(=O)C1. Product: [Br:1][C:2]1[CH:7]=[CH:6][C:5]([O:8][CH:9]([F:10])[F:11])=[CH:4][C:3]=1[CH2:12][Br:20]. The catalyst class is: 477. (4) Reactant: [Cl:1][C:2]1[CH:7]=[CH:6][CH:5]=[CH:4][C:3]=1[C:8]1[N:9]([C:16]2[CH:21]=[CH:20][C:19]([Cl:22])=[CH:18][CH:17]=2)[CH:10]=[C:11]([C:13]([OH:15])=O)[N:12]=1.N=C=N.[F:26][C:27]([F:39])([F:38])[C:28]1[CH:33]=[CH:32][C:31]([S:34]([NH2:37])(=[O:36])=[O:35])=[CH:30][CH:29]=1. Product: [Cl:1][C:2]1[CH:7]=[CH:6][CH:5]=[CH:4][C:3]=1[C:8]1[N:9]([C:16]2[CH:21]=[CH:20][C:19]([Cl:22])=[CH:18][CH:17]=2)[CH:10]=[C:11]([C:13]([NH:37][S:34]([C:31]2[CH:30]=[CH:29][C:28]([C:27]([F:26])([F:39])[F:38])=[CH:33][CH:32]=2)(=[O:35])=[O:36])=[O:15])[N:12]=1. The catalyst class is: 166. (5) Reactant: [O:1]=[C:2]1[C:8]2=[CH:9][N:10]([S:15]([C:18]3[CH:23]=[CH:22][CH:21]=[CH:20][CH:19]=3)(=[O:17])=[O:16])[C:11]3[CH:12]=[CH:13][CH:14]=[C:6]([C:7]=32)[CH2:5][N:4](C(OC(C)(C)C)=O)[CH2:3]1.[C:31]([OH:37])([C:33]([F:36])([F:35])[F:34])=[O:32]. Product: [F:34][C:33]([F:36])([F:35])[C:31]([OH:37])=[O:32].[C:18]1([S:15]([N:10]2[C:11]3[CH:12]=[CH:13][CH:14]=[C:6]4[CH2:5][NH:4][CH2:3][C:2](=[O:1])[C:8]([C:7]=34)=[CH:9]2)(=[O:17])=[O:16])[CH:19]=[CH:20][CH:21]=[CH:22][CH:23]=1. The catalyst class is: 2. (6) Reactant: [CH3:1][N:2]([CH3:34])[C:3]1[C:32]([CH3:33])=[CH:31][C:6]2[N:7]=[C:8]3[C:13]([N:14]([CH2:15][CH2:16][CH2:17][CH2:18][CH2:19][CH2:20][P:21](=[O:28])([O:25]CC)[O:22]CC)[C:5]=2[CH:4]=1)=[N:12][C:11](=[O:29])[NH:10][C:9]3=[O:30]. Product: [CH3:34][N:2]([CH3:1])[C:3]1[C:32]([CH3:33])=[CH:31][C:6]2[N:7]=[C:8]3[C:13]([N:14]([CH2:15][CH2:16][CH2:17][CH2:18][CH2:19][CH2:20][P:21](=[O:22])([OH:28])[OH:25])[C:5]=2[CH:4]=1)=[N:12][C:11](=[O:29])[NH:10][C:9]3=[O:30]. The catalyst class is: 33. (7) Reactant: [NH2:1][C:2]1[CH:7]=[C:6]([CH2:8][OH:9])[CH:5]=[CH:4][N:3]=1.[C:10](O[C:10]([O:12][C:13]([CH3:16])([CH3:15])[CH3:14])=[O:11])([O:12][C:13]([CH3:16])([CH3:15])[CH3:14])=[O:11]. Product: [OH:9][CH2:8][C:6]1[CH:5]=[CH:4][N:3]=[C:2]([NH:1][C:10](=[O:11])[O:12][C:13]([CH3:16])([CH3:15])[CH3:14])[CH:7]=1. The catalyst class is: 218.